Dataset: NCI-60 drug combinations with 297,098 pairs across 59 cell lines. Task: Regression. Given two drug SMILES strings and cell line genomic features, predict the synergy score measuring deviation from expected non-interaction effect. (1) Drug 1: CC1C(C(CC(O1)OC2CC(CC3=C2C(=C4C(=C3O)C(=O)C5=C(C4=O)C(=CC=C5)OC)O)(C(=O)CO)O)N)O.Cl. Drug 2: C1CN(P(=O)(OC1)NCCCl)CCCl. Cell line: UO-31. Synergy scores: CSS=0.364, Synergy_ZIP=0.643, Synergy_Bliss=2.39, Synergy_Loewe=-0.819, Synergy_HSA=0.0453. (2) Drug 1: CC1C(C(=O)NC(C(=O)N2CCCC2C(=O)N(CC(=O)N(C(C(=O)O1)C(C)C)C)C)C(C)C)NC(=O)C3=C4C(=C(C=C3)C)OC5=C(C(=O)C(=C(C5=N4)C(=O)NC6C(OC(=O)C(N(C(=O)CN(C(=O)C7CCCN7C(=O)C(NC6=O)C(C)C)C)C)C(C)C)C)N)C. Drug 2: C#CCC(CC1=CN=C2C(=N1)C(=NC(=N2)N)N)C3=CC=C(C=C3)C(=O)NC(CCC(=O)O)C(=O)O. Cell line: SW-620. Synergy scores: CSS=54.5, Synergy_ZIP=-0.565, Synergy_Bliss=-0.738, Synergy_Loewe=-10.5, Synergy_HSA=0.118. (3) Drug 1: CC1C(C(CC(O1)OC2CC(CC3=C2C(=C4C(=C3O)C(=O)C5=C(C4=O)C(=CC=C5)OC)O)(C(=O)C)O)N)O.Cl. Drug 2: C1CC(C1)(C(=O)O)C(=O)O.[NH2-].[NH2-].[Pt+2]. Cell line: MDA-MB-435. Synergy scores: CSS=10.0, Synergy_ZIP=-2.98, Synergy_Bliss=-0.799, Synergy_Loewe=-9.00, Synergy_HSA=-3.19. (4) Drug 1: C1=CC(=CC=C1CCCC(=O)O)N(CCCl)CCCl. Drug 2: C(CCl)NC(=O)N(CCCl)N=O. Cell line: MDA-MB-435. Synergy scores: CSS=-3.95, Synergy_ZIP=0.350, Synergy_Bliss=-0.736, Synergy_Loewe=-6.62, Synergy_HSA=-4.74.